This data is from Merck oncology drug combination screen with 23,052 pairs across 39 cell lines. The task is: Regression. Given two drug SMILES strings and cell line genomic features, predict the synergy score measuring deviation from expected non-interaction effect. Drug 1: CN(Cc1cnc2nc(N)nc(N)c2n1)c1ccc(C(=O)NC(CCC(=O)O)C(=O)O)cc1. Drug 2: COC1=C2CC(C)CC(OC)C(O)C(C)C=C(C)C(OC(N)=O)C(OC)C=CC=C(C)C(=O)NC(=CC1=O)C2=O. Cell line: PA1. Synergy scores: synergy=-21.6.